From a dataset of Full USPTO retrosynthesis dataset with 1.9M reactions from patents (1976-2016). Predict the reactants needed to synthesize the given product. (1) Given the product [C:9]1([NH:8][CH2:15][CH:16]2[CH2:21][CH2:20][C:19](=[O:22])[NH:18][C:17]2=[O:23])[CH:14]=[CH:13][CH:12]=[CH:11][CH:10]=1, predict the reactants needed to synthesize it. The reactants are: C(N(CC)CC)C.[NH2:8][C:9]1[CH:14]=[CH:13][CH:12]=[CH:11][CH:10]=1.[CH2:15]=[C:16]1[CH2:21][CH2:20][C:19](=[O:22])[NH:18][C:17]1=[O:23]. (2) The reactants are: [C:1]([CH:4]=[CH:5][C:6]1[CH:7]=[C:8]([CH:29]=[CH:30][CH:31]=1)[CH2:9][NH:10][C:11]1[N:15]([C@@H:16]2[O:22][C@H:21]([CH2:23][OH:24])[C@@H:19]([OH:20])[C@H:17]2[OH:18])[C:14]2[CH:25]=[CH:26][CH:27]=[CH:28][C:13]=2[N:12]=1)([OH:3])=[O:2]. Given the product [C:1]([CH2:4][CH2:5][C:6]1[CH:7]=[C:8]([CH:29]=[CH:30][CH:31]=1)[CH2:9][NH:10][C:11]1[N:15]([C@@H:16]2[O:22][C@H:21]([CH2:23][OH:24])[C@@H:19]([OH:20])[C@H:17]2[OH:18])[C:14]2[CH:25]=[CH:26][CH:27]=[CH:28][C:13]=2[N:12]=1)([OH:3])=[O:2], predict the reactants needed to synthesize it. (3) Given the product [CH3:1][O:2][C:3]([C@@H:4]1[CH2:5][CH2:6][C@@H:7]([C:8]#[C:9][Si:10]([CH3:13])([CH3:12])[CH3:11])[NH:15]1)=[O:23], predict the reactants needed to synthesize it. The reactants are: [CH3:1][O:2][C:3](=[O:23])[C@@H:4]([NH:15]C(OC(C)(C)C)=O)[CH2:5][CH2:6][C@H:7](O)[C:8]#[C:9][Si:10]([CH3:13])([CH3:12])[CH3:11].C(N(CC)CC)C.CS(Cl)(=O)=O.Cl.O1CCOCC1.C([O-])([O-])=O.[K+].[K+]. (4) The reactants are: [CH3:1][C:2]1[C:10]2[NH:9][CH:8]=[N:7][C:6]=2[C:5]([CH3:11])=[CH:4][CH:3]=1.[N+:12]([O-])([OH:14])=[O:13].[OH-].[NH4+]. Given the product [CH3:11][C:5]1[C:6]2[NH:7][CH:8]=[N:9][C:10]=2[C:2]([CH3:1])=[CH:3][C:4]=1[N+:12]([O-:14])=[O:13], predict the reactants needed to synthesize it. (5) Given the product [Cl:1][C:2]1[CH:7]=[CH:6][CH:5]=[CH:4][C:3]=1[C:8]1[N:9]([C:31]2[CH:32]=[CH:33][C:34]([Cl:37])=[CH:35][CH:36]=2)[C:10]2[C:15]([N:16]=1)=[C:14]([N:17]1[CH2:22][CH2:21][CH:20]([NH2:23])[CH2:19][CH2:18]1)[N:13]=[CH:12][N:11]=2, predict the reactants needed to synthesize it. The reactants are: [Cl:1][C:2]1[CH:7]=[CH:6][CH:5]=[CH:4][C:3]=1[C:8]1[N:9]([C:31]2[CH:36]=[CH:35][C:34]([Cl:37])=[CH:33][CH:32]=2)[C:10]2[C:15]([N:16]=1)=[C:14]([N:17]1[CH2:22][CH2:21][CH:20]([NH:23]C(=O)OC(C)(C)C)[CH2:19][CH2:18]1)[N:13]=[CH:12][N:11]=2.FC(F)(F)C(O)=O.